This data is from Forward reaction prediction with 1.9M reactions from USPTO patents (1976-2016). The task is: Predict the product of the given reaction. (1) Given the reactants C([O-])(=O)C.[K+].Br[C:7]1[CH:21]=[CH:20][C:10]([O:11][CH2:12][CH2:13][C:14]2[CH:19]=[CH:18][N:17]=[CH:16][CH:15]=2)=[CH:9][CH:8]=1.[CH3:22][C:23]1([CH3:39])[C:27]([CH3:29])([CH3:28])[O:26][B:25]([B:25]2[O:26][C:27]([CH3:29])([CH3:28])[C:23]([CH3:39])([CH3:22])[O:24]2)[O:24]1, predict the reaction product. The product is: [CH3:22][C:23]1([CH3:39])[C:27]([CH3:29])([CH3:28])[O:26][B:25]([C:7]2[CH:21]=[CH:20][C:10]([O:11][CH2:12][CH2:13][C:14]3[CH:19]=[CH:18][N:17]=[CH:16][CH:15]=3)=[CH:9][CH:8]=2)[O:24]1. (2) Given the reactants [N:1]1[CH:6]=[CH:5][CH:4]=[CH:3][C:2]=1[C:7]([C:9]1[S:13][C:12]([NH2:14])=[N:11][C:10]=1[C:15]1[O:16][CH:17]=[CH:18][CH:19]=1)=[O:8].[C:20]([N:27]1[CH:31]=[CH:30]N=[CH:28]1)(N1C=CN=C1)=[O:21].N1CC[O:35][CH2:34]C1.O, predict the reaction product. The product is: [O:16]1[CH:17]=[CH:18][CH:19]=[C:15]1[C:10]1[N:11]=[C:12]([NH:14][C:20]([N:27]2[CH2:31][CH2:30][O:35][CH2:34][CH2:28]2)=[O:21])[S:13][C:9]=1[C:7]([C:2]1[CH:3]=[CH:4][CH:5]=[CH:6][N:1]=1)=[O:8]. (3) Given the reactants [C:1]([N:4]1[C:13]2[C:8](=[CH:9][C:10]([CH:14]3[CH2:19][CH2:18][N:17](C(OC(C)(C)C)=O)[CH2:16][CH2:15]3)=[CH:11][CH:12]=2)[C@H:7]([NH:27][C:28]2[CH:33]=[CH:32][C:31]([C:34]#[N:35])=[CH:30][N:29]=2)[C@@H:6]([CH3:36])[C@@H:5]1[CH3:37])(=[O:3])[CH3:2].Cl, predict the reaction product. The product is: [C:1]([N:4]1[C:13]2[C:8](=[CH:9][C:10]([CH:14]3[CH2:15][CH2:16][NH:17][CH2:18][CH2:19]3)=[CH:11][CH:12]=2)[C@H:7]([NH:27][C:28]2[CH:33]=[CH:32][C:31]([C:34]#[N:35])=[CH:30][N:29]=2)[C@@H:6]([CH3:36])[C@@H:5]1[CH3:37])(=[O:3])[CH3:2]. (4) Given the reactants [Br:1][C:2]1[CH:3]=[C:4]([CH:8]=[CH:9][C:10]=1[CH3:11])[C:5]([OH:7])=[O:6].[I:12]N1C(=O)CCC1=O, predict the reaction product. The product is: [Br:1][C:2]1[CH:3]=[C:4]([CH:8]=[C:9]([I:12])[C:10]=1[CH3:11])[C:5]([OH:7])=[O:6]. (5) Given the reactants [C:1]([O:7][CH3:8])(=[O:6])[CH2:2][CH2:3][C:4]#[CH:5].[CH3:9][C:10]1([CH3:17])[C:14]([CH3:16])([CH3:15])[O:13][BH:12][O:11]1.C(N(CC)CC)C, predict the reaction product. The product is: [CH3:9][C:10]1([CH3:17])[C:14]([CH3:16])([CH3:15])[O:13][B:12](/[CH:5]=[CH:4]/[CH2:3][CH2:2][C:1]([O:7][CH3:8])=[O:6])[O:11]1. (6) Given the reactants [F:1][C:2]([F:25])([F:24])[C:3]1[CH:4]=[C:5]([CH:17]=[C:18]([C:20]([F:23])([F:22])[F:21])[CH:19]=1)[CH2:6][C:7]1[CH:12]=[CH:11][C:10]([N+:13]([O-:15])=[O:14])=[C:9]([CH3:16])[CH:8]=1.C(O)(=[O:28])C, predict the reaction product. The product is: [F:1][C:2]([F:24])([F:25])[C:3]1[CH:4]=[C:5]([C:6](=[O:28])[C:7]2[CH:12]=[CH:11][C:10]([N+:13]([O-:15])=[O:14])=[C:9]([CH3:16])[CH:8]=2)[CH:17]=[C:18]([C:20]([F:23])([F:22])[F:21])[CH:19]=1. (7) The product is: [Cl:19][C:14]1[CH:15]=[CH:16][CH:17]=[CH:18][C:13]=1[C:11]1[C:10]([C:20]([NH2:22])=[O:21])=[CH:9][N:8]([C:6]2[C:5]([CH3:23])=[CH:4][N:3]=[C:2]([NH:1][C:35](=[O:36])[CH:34]([CH3:38])[CH3:33])[CH:7]=2)[CH:12]=1. Given the reactants [NH2:1][C:2]1[CH:7]=[C:6]([N:8]2[CH:12]=[C:11]([C:13]3[CH:18]=[CH:17][CH:16]=[CH:15][C:14]=3[Cl:19])[C:10]([C:20]([NH2:22])=[O:21])=[CH:9]2)[C:5]([CH3:23])=[CH:4][N:3]=1.CCN(C(C)C)C(C)C.[CH3:33][CH:34]([CH3:38])[C:35](Cl)=[O:36], predict the reaction product.